This data is from Forward reaction prediction with 1.9M reactions from USPTO patents (1976-2016). The task is: Predict the product of the given reaction. (1) Given the reactants [Cl:1][C:2]1[CH:11]=[CH:10][CH:9]=[C:8]2[C:3]=1[CH:4]=[C:5]([CH2:22]O)[C:6]([C:12]1[CH:17]=[CH:16][CH:15]=[CH:14][C:13]=1[C:18]([F:21])([F:20])[F:19])=[N:7]2.S(Cl)([Cl:26])=O, predict the reaction product. The product is: [ClH:1].[Cl:1][C:2]1[CH:11]=[CH:10][CH:9]=[C:8]2[C:3]=1[CH:4]=[C:5]([CH2:22][Cl:26])[C:6]([C:12]1[CH:17]=[CH:16][CH:15]=[CH:14][C:13]=1[C:18]([F:21])([F:20])[F:19])=[N:7]2. (2) Given the reactants Cl[C:2]1[C:3]([N:7]2[CH2:12][CH:11]([CH3:13])[NH:10][CH:9]([CH3:14])[CH2:8]2)=[N:4][S:5][N:6]=1.[N:15]1[CH:20]=[CH:19][CH:18]=[CH:17][C:16]=1CO.C([CH:27](CCC)[O-:28])(C)(C)C.[K+].C(O)(C)(C)C, predict the reaction product. The product is: [CH3:14][CH:9]1[NH:10][CH:11]([CH3:13])[CH2:12][N:7]([C:3]2[C:2]([O:28][CH2:27][C:18]3[CH:17]=[CH:16][N:15]=[CH:20][CH:19]=3)=[N:6][S:5][N:4]=2)[CH2:8]1. (3) Given the reactants [C:1]([N:3]1[C:11]2[CH:10]=[CH:9][C:8]([CH3:12])=[CH:7][C:6]=2[C:5]2[CH2:13][N:14]([CH3:17])[CH2:15][CH2:16][C:4]1=2)#[CH:2].Cl.Br[C:20]1[CH:25]=[CH:24][N:23]=[CH:22][CH:21]=1.CCCC[N+:30]([CH2:39][CH2:40][CH2:41][CH3:42])([CH2:35]CCC)CCCC.[F-:43].C(=O)(O)[O-], predict the reaction product. The product is: [F:43]/[C:2](/[C:41]1[CH:42]=[CH:35][N:30]=[CH:39][CH:40]=1)=[C:1](/[N:3]1[C:11]2[CH:10]=[CH:9][C:8]([CH3:12])=[CH:7][C:6]=2[C:5]2[CH2:13][N:14]([CH3:17])[CH2:15][CH2:16][C:4]1=2)\[C:20]1[CH:25]=[CH:24][N:23]=[CH:22][CH:21]=1. (4) Given the reactants C(OC([NH:8][CH2:9][C:10](O)=[O:11])=O)(C)(C)C.[NH2:13][CH2:14][CH:15]1[CH2:17][CH2:16]1.[C:18]([OH:24])([C:20]([F:23])([F:22])[F:21])=[O:19], predict the reaction product. The product is: [F:21][C:20]([F:23])([F:22])[C:18]([OH:24])=[O:19].[NH2:8][CH2:9][C:10]([NH:13][CH2:14][CH:15]1[CH2:17][CH2:16]1)=[O:11].